From a dataset of Forward reaction prediction with 1.9M reactions from USPTO patents (1976-2016). Predict the product of the given reaction. (1) Given the reactants [CH3:1][C:2]1[CH:10]=[CH:9][CH:8]=[C:7]([CH:11]=[CH2:12])[C:3]=1[C:4](O)=[O:5].S(Cl)([Cl:15])=O, predict the reaction product. The product is: [CH3:1][C:2]1[CH:10]=[CH:9][CH:8]=[C:7]([CH:11]=[CH2:12])[C:3]=1[C:4]([Cl:15])=[O:5]. (2) Given the reactants [C:1]([C:5]1[CH:10]=[CH:9][C:8]([S:11]([NH:14][C:15]2[CH:16]=[C:17]3[C:21](=[CH:22][CH:23]=2)[NH:20][C:19]([C:24]([OH:26])=O)=[C:18]3[C:27]2[CH:32]=[CH:31][C:30]([O:33][CH3:34])=[CH:29][CH:28]=2)(=[O:13])=[O:12])=[CH:7][CH:6]=1)([CH3:4])([CH3:3])[CH3:2].[CH3:35][N:36]([CH3:40])[CH2:37][CH2:38][NH2:39], predict the reaction product. The product is: [CH3:35][N:36]([CH3:40])[CH2:37][CH2:38][NH:39][C:24]([C:19]1[NH:20][C:21]2[C:17]([C:18]=1[C:27]1[CH:28]=[CH:29][C:30]([O:33][CH3:34])=[CH:31][CH:32]=1)=[CH:16][C:15]([NH:14][S:11]([C:8]1[CH:9]=[CH:10][C:5]([C:1]([CH3:4])([CH3:3])[CH3:2])=[CH:6][CH:7]=1)(=[O:13])=[O:12])=[CH:23][CH:22]=2)=[O:26]. (3) The product is: [C:49]([C:46]([CH3:48])([CH3:47])[C:42]1[CH:41]=[C:40]([CH:45]=[CH:44][CH:43]=1)[C:39]([NH:38][C:33]1[CH:34]=[CH:35][C:36]([CH3:37])=[C:31]([N:27]2[C:26](=[O:52])[C:25]3[C:30](=[C:21]([NH:57][CH2:56][CH2:55][O:54][CH3:53])[CH:22]=[CH:23][CH:24]=3)[N:29]=[CH:28]2)[CH:32]=1)=[O:51])#[N:50]. Given the reactants C(=O)([O-])[O-].[Cs+].[Cs+].C(P(C(C)(C)C)C(C)(C)C)(C)(C)C.Cl[C:21]1[CH:22]=[CH:23][CH:24]=[C:25]2[C:30]=1[N:29]=[CH:28][N:27]([C:31]1[CH:32]=[C:33]([NH:38][C:39](=[O:51])[C:40]3[CH:45]=[CH:44][CH:43]=[C:42]([C:46]([C:49]#[N:50])([CH3:48])[CH3:47])[CH:41]=3)[CH:34]=[CH:35][C:36]=1[CH3:37])[C:26]2=[O:52].[CH3:53][O:54][CH2:55][CH2:56][NH2:57], predict the reaction product. (4) Given the reactants [OH:1][C:2]1[CH:11]=[C:10]2[C:5]([C:6](=[O:21])[C:7]([C:13]3[CH:18]=[CH:17][C:16]([O:19][CH3:20])=[CH:15][CH:14]=3)=[C:8]([CH3:12])[O:9]2)=[CH:4][CH:3]=1.C([O-])([O-])=O.[K+].[K+].[CH2:28](Br)[C:29]#[CH:30], predict the reaction product. The product is: [C:28]([O:1][C:2]1[CH:11]=[C:10]2[C:5]([C:6](=[O:21])[C:7]([C:13]3[CH:18]=[CH:17][C:16]([O:19][CH3:20])=[CH:15][CH:14]=3)=[C:8]([CH3:12])[O:9]2)=[CH:4][CH:3]=1)#[C:29][CH3:30]. (5) Given the reactants C([O:4][CH2:5][C:6]([CH3:19])([CH3:18])[CH2:7][O:8][C:9]1[CH:14]=[CH:13][CH:12]=[C:11]([NH2:15])[C:10]=1[C:16]#[N:17])(=O)C.O=[C:21]([CH3:28])[CH2:22][C:23]([O:25][CH2:26][CH3:27])=[O:24], predict the reaction product. The product is: [NH2:17][C:16]1[C:10]2[C:11](=[CH:12][CH:13]=[CH:14][C:9]=2[O:8][CH2:7][C:6]([CH3:18])([CH3:19])[CH2:5][OH:4])[N:15]=[C:21]([CH3:28])[C:22]=1[C:23]([O:25][CH2:26][CH3:27])=[O:24]. (6) Given the reactants [Cl:1][C:2]1[CH:38]=[CH:37][C:5]([O:6][C:7]2[CH:12]=[CH:11][C:10]([NH:13][CH:14]([C:27]3[CH:32]=[CH:31][CH:30]=[C:29]([C:33]([F:36])([F:35])[F:34])[CH:28]=3)[CH2:15][NH:16]S(C3C=CC(C)=CC=3)(=O)=O)=[CH:9][CH:8]=2)=[CH:4][CH:3]=1.C1(O)C=CC=CC=1.Br, predict the reaction product. The product is: [Cl:1][C:2]1[CH:3]=[CH:4][C:5]([O:6][C:7]2[CH:12]=[CH:11][C:10]([NH:13][CH:14]([C:27]3[CH:32]=[CH:31][CH:30]=[C:29]([C:33]([F:34])([F:35])[F:36])[CH:28]=3)[CH2:15][NH2:16])=[CH:9][CH:8]=2)=[CH:37][CH:38]=1.